From a dataset of Catalyst prediction with 721,799 reactions and 888 catalyst types from USPTO. Predict which catalyst facilitates the given reaction. (1) Reactant: [NH2:1][CH2:2][C:3]1[CH:4]=[C:5]([NH:9][C:10]2[C:11]3[CH:30]=[CH:29][N:28](S(C4C=CC(C)=CC=4)(=O)=O)[C:12]=3[N:13]=[C:14]([NH:16][C:17]3[CH:22]=[CH:21][C:20]([N:23]([CH3:27])[C:24](=[O:26])[CH3:25])=[CH:19][CH:18]=3)[N:15]=2)[CH:6]=[CH:7][CH:8]=1.[OH-].[K+]. Product: [NH2:1][CH2:2][C:3]1[CH:4]=[C:5]([NH:9][C:10]2[C:11]3[CH:30]=[CH:29][NH:28][C:12]=3[N:13]=[C:14]([NH:16][C:17]3[CH:18]=[CH:19][C:20]([N:23]([CH3:27])[C:24](=[O:26])[CH3:25])=[CH:21][CH:22]=3)[N:15]=2)[CH:6]=[CH:7][CH:8]=1. The catalyst class is: 5. (2) Reactant: [Br:1][C:2]1[CH:7]=[CH:6][C:5]([CH2:8][C:9](=[O:11])[CH3:10])=[CH:4][CH:3]=1.[BH4-].[Na+]. Product: [Br:1][C:2]1[CH:3]=[CH:4][C:5]([CH2:8][CH:9]([OH:11])[CH3:10])=[CH:6][CH:7]=1. The catalyst class is: 8. (3) Reactant: [N+:1]([C:4]1[CH:5]=[C:6]2[C:10](=[CH:11][CH:12]=1)[N:9]([C:13]([C:15]1[N:20]=[CH:19][N:18]=[C:17]([N:21]3[CH2:26][CH2:25][CH:24]([N:27]4[C:35]5[C:30](=[N:31][CH:32]=[CH:33][CH:34]=5)[NH:29][C:28]4=[O:36])[CH2:23][CH2:22]3)[CH:16]=1)=[O:14])[CH2:8][CH2:7]2)([O-])=O.CO.[H][H]. Product: [NH2:1][C:4]1[CH:5]=[C:6]2[C:10](=[CH:11][CH:12]=1)[N:9]([C:13]([C:15]1[N:20]=[CH:19][N:18]=[C:17]([N:21]3[CH2:26][CH2:25][CH:24]([N:27]4[C:35]5[C:30](=[N:31][CH:32]=[CH:33][CH:34]=5)[NH:29][C:28]4=[O:36])[CH2:23][CH2:22]3)[CH:16]=1)=[O:14])[CH2:8][CH2:7]2. The catalyst class is: 354.